This data is from Full USPTO retrosynthesis dataset with 1.9M reactions from patents (1976-2016). The task is: Predict the reactants needed to synthesize the given product. (1) Given the product [NH2:14][CH2:13][CH2:12][NH:15][C:2]1[CH:7]=[C:6]([CH3:8])[C:5]([N+:9]([O-:11])=[O:10])=[CH:4][N:3]=1, predict the reactants needed to synthesize it. The reactants are: Cl[C:2]1[CH:7]=[C:6]([CH3:8])[C:5]([N+:9]([O-:11])=[O:10])=[CH:4][N:3]=1.[CH2:12]([NH2:15])[CH2:13][NH2:14]. (2) Given the product [CH2:26]([O:33][C:34]1[CH:39]=[CH:38][C:37]([N:40]([CH2:41][CH:42]([O:45][CH3:46])[O:43][CH3:44])[C:1]([NH:24][C:21]2[CH:22]=[CH:23][C:18]([O:17][CH2:16][CH2:15][N:14]([CH3:25])[CH3:13])=[CH:19][CH:20]=2)=[O:2])=[CH:36][CH:35]=1)[C:27]1[CH:28]=[CH:29][CH:30]=[CH:31][CH:32]=1, predict the reactants needed to synthesize it. The reactants are: [C:1](N1C=CN=C1)(N1C=CN=C1)=[O:2].[CH3:13][N:14]([CH3:25])[CH2:15][CH2:16][O:17][C:18]1[CH:23]=[CH:22][C:21]([NH2:24])=[CH:20][CH:19]=1.[CH2:26]([O:33][C:34]1[CH:39]=[CH:38][C:37]([NH:40][CH2:41][CH:42]([O:45][CH3:46])[O:43][CH3:44])=[CH:36][CH:35]=1)[C:27]1[CH:32]=[CH:31][CH:30]=[CH:29][CH:28]=1. (3) The reactants are: S(O)(O)(=O)=O.[CH2:6]([N:10]([CH2:47][CH2:48][NH:49][CH2:50][CH2:51][C:52]1[C:57]2[O:58][CH2:59][C:60](=[O:62])[NH:61][C:56]=2[C:55]([OH:63])=[CH:54][CH:53]=1)[C:11](=[O:46])[CH2:12][CH2:13][O:14][CH2:15][CH2:16][C:17]1[CH:22]=[CH:21][CH:20]=[C:19]([CH2:23][CH2:24][N:25]2[CH2:45][CH2:44][C:28]3([O:33][CH2:32][CH2:31][N:30]([C:34]([C:36]4[N:37]=[C:38]([CH:41]([CH3:43])[CH3:42])[S:39][CH:40]=4)=[O:35])[CH2:29]3)[CH2:27][CH2:26]2)[CH:18]=1)[CH2:7][CH2:8][CH3:9]. Given the product [CH2:6]([N:10]([CH2:47][CH2:48][NH:49][CH2:50][CH2:51][C:52]1[C:57]2[O:58][CH2:59][C:60](=[O:62])[NH:61][C:56]=2[C:55]([OH:63])=[CH:54][CH:53]=1)[C:11](=[O:46])[CH2:12][CH2:13][O:14][CH2:15][CH2:16][C:17]1[CH:22]=[CH:21][CH:20]=[C:19]([CH2:23][CH2:24][N:25]2[CH2:45][CH2:44][C:28]3([O:33][CH2:32][CH2:31][N:30]([C:34]([C:36]4[N:37]=[C:38]([CH:41]([CH3:42])[CH3:43])[S:39][CH:40]=4)=[O:35])[CH2:29]3)[CH2:27][CH2:26]2)[CH:18]=1)[CH2:7][CH2:8][CH3:9], predict the reactants needed to synthesize it. (4) Given the product [C:20]([C:22]1[S:23][C:24]([CH2:27][NH2:28])=[CH:25][CH:26]=1)#[N:21], predict the reactants needed to synthesize it. The reactants are: C1(P(C2C=CC=CC=2)C2C=CC=CC=2)C=CC=CC=1.[C:20]([C:22]1[S:23][C:24]([CH2:27][N:28]=[N+]=[N-])=[CH:25][CH:26]=1)#[N:21]. (5) Given the product [C:1]([N:5]1[C:10](=[O:11])[C:9]([CH2:12][O:13][Si:14]([C:17]([CH3:20])([CH3:19])[CH3:18])([CH3:16])[CH3:15])=[C:8]([S:37][CH2:36][C:35]2[CH:38]=[CH:39][C:32]([C:28]([CH3:31])([CH3:30])[CH3:29])=[CH:33][CH:34]=2)[CH:7]=[N:6]1)([CH3:4])([CH3:3])[CH3:2], predict the reactants needed to synthesize it. The reactants are: [C:1]([N:5]1[C:10](=[O:11])[C:9]([CH2:12][O:13][Si:14]([C:17]([CH3:20])([CH3:19])[CH3:18])([CH3:16])[CH3:15])=[C:8](Cl)[CH:7]=[N:6]1)([CH3:4])([CH3:3])[CH3:2].C(=O)([O-])[O-].[Cs+].[Cs+].[C:28]([C:32]1[CH:39]=[CH:38][C:35]([CH2:36][SH:37])=[CH:34][CH:33]=1)([CH3:31])([CH3:30])[CH3:29].C(OCC)(=O)C.